The task is: Predict the reaction yield, written as a fraction of the theoretical maximum amount of product (1.0 means a 100% yield; for example, 0.34 means a 34% yield).. This data is from Reaction yield outcomes from USPTO patents with 853,638 reactions. The catalyst is C(Cl)Cl. The reactants are CN(C=O)C.[N:6]1[CH:11]=[CH:10][CH:9]=[CH:8][C:7]=1[S:12][S:13][CH2:14][CH2:15][CH2:16][C:17]([OH:19])=O.C(Cl)(=O)C(Cl)=O.[CH3:26][O:27][C:28]1[C:42]([O:43][CH2:44][CH2:45][P:46]([CH2:51][CH2:52][O:53][C:54]2[C:55]([O:69][CH3:70])=[CH:56][C:57]3[C:63](=[O:64])[N:62]4[CH2:65][CH2:66][CH2:67][C@H:61]4[CH:60]=[N:59][C:58]=3[CH:68]=2)(=[O:50])[O:47][CH2:48][CH3:49])=[CH:41][C:31]2[NH:32][CH2:33][C@@H:34]3[CH2:40][CH2:39][CH2:38][N:35]3[C:36](=[O:37])[C:30]=2[CH:29]=1. The product is [CH3:70][O:69][C:55]1[C:54]([O:53][CH2:52][CH2:51][P:46]([CH2:45][CH2:44][O:43][C:42]2[C:28]([O:27][CH3:26])=[CH:29][C:30]3[C:36](=[O:37])[N:35]4[CH2:38][CH2:39][CH2:40][C@H:34]4[CH:33]=[N:32][C:31]=3[CH:41]=2)(=[O:50])[O:47][CH2:48][CH3:49])=[CH:68][C:58]2[N:59]([C:17](=[O:19])[CH2:16][CH2:15][CH2:14][S:13][S:12][C:7]3[CH:8]=[CH:9][CH:10]=[CH:11][N:6]=3)[CH2:60][C@@H:61]3[CH2:67][CH2:66][CH2:65][N:62]3[C:63](=[O:64])[C:57]=2[CH:56]=1. The yield is 0.721.